This data is from Reaction yield outcomes from USPTO patents with 853,638 reactions. The task is: Predict the reaction yield, written as a fraction of the theoretical maximum amount of product (1.0 means a 100% yield; for example, 0.34 means a 34% yield). (1) The reactants are Br[C:2]1[CH:3]=[C:4]2[C:8](=[CH:9][C:10]=1[C:11]#[N:12])[NH:7][CH:6]=[C:5]2[CH:13]=[O:14].CC1(C)COB([C:22]2[CH:27]=[CH:26][C:25]([C:28]3([OH:32])[CH2:31][CH2:30][CH2:29]3)=[CH:24][CH:23]=2)OC1.C(=O)([O-])[O-].[K+].[K+].[Cl-].[NH4+]. The catalyst is C1(C)C=CC=CC=1.C(O)C.CN(C=O)C.C1C=CC(P(C2C=CC=CC=2)[C-]2C=CC=C2)=CC=1.C1C=CC(P(C2C=CC=CC=2)[C-]2C=CC=C2)=CC=1.Cl[Pd]Cl.[Fe+2]. The product is [CH:13]([C:5]1[C:4]2[C:8](=[CH:9][C:10]([C:11]#[N:12])=[C:2]([C:22]3[CH:27]=[CH:26][C:25]([C:28]4([OH:32])[CH2:31][CH2:30][CH2:29]4)=[CH:24][CH:23]=3)[CH:3]=2)[NH:7][CH:6]=1)=[O:14]. The yield is 0.700. (2) The reactants are [CH3:1][C@@H:2]1[CH2:7][CH2:6][C@H:5]([CH2:8][O:9][C:10]2[CH:15]=[CH:14][C:13]([C:16]([F:19])([F:18])[F:17])=[CH:12][CH:11]=2)[CH2:4][N:3]1C(OC(C)(C)C)=O.Cl.CCOCC. The catalyst is CO. The product is [CH3:1][C@@H:2]1[CH2:7][CH2:6][C@H:5]([CH2:8][O:9][C:10]2[CH:15]=[CH:14][C:13]([C:16]([F:18])([F:17])[F:19])=[CH:12][CH:11]=2)[CH2:4][NH:3]1. The yield is 0.680. (3) The reactants are [S:1]1[CH:5]=[CH:4][C:3]([C:6]2[S:14][C:13]3[C:12]([Cl:15])=[N:11][CH:10]=[N:9][C:8]=3[CH:7]=2)=[CH:2]1.O.[NH2:17][NH2:18]. The catalyst is C(O)C. The product is [ClH:15].[S:1]1[CH:5]=[CH:4][C:3]([C:6]2[S:14][C:13]3[C:12]([NH:17][NH2:18])=[N:11][CH:10]=[N:9][C:8]=3[CH:7]=2)=[CH:2]1. The yield is 0.660. (4) The reactants are [Cl:1][C:2]1[CH:7]=[CH:6][C:5]([NH:8][C:9]2[N:16]=[CH:15][CH:14]=[CH:13][C:10]=2[CH:11]=O)=[CH:4][C:3]=1[N+:17]([O-:19])=[O:18].[N:20]1[CH:25]=[CH:24][C:23]([CH2:26][CH2:27][CH2:28][CH2:29][C:30](OCC)=[O:31])=[CH:22][CH:21]=1.[Li+].CC([N-]C(C)C)C. No catalyst specified. The product is [Cl:1][C:2]1[CH:7]=[CH:6][C:5]([N:8]2[C:9]3[C:10](=[CH:13][CH:14]=[CH:15][N:16]=3)[CH:11]=[C:29]([CH2:28][CH2:27][CH2:26][C:23]3[CH:22]=[CH:21][N:20]=[CH:25][CH:24]=3)[C:30]2=[O:31])=[CH:4][C:3]=1[N+:17]([O-:19])=[O:18]. The yield is 0.340. (5) The reactants are [OH-].[Na+].[CH3:3]N(N=O)/C(/N)=N/[N+]([O-])=O.[C:13]([O:17][C:18]([NH:20][C@H:21]([C:31]([OH:33])=[O:32])[CH2:22][C:23]1[CH:28]=[CH:27][CH:26]=[C:25]([C:29]#[N:30])[CH:24]=1)=[O:19])([CH3:16])([CH3:15])[CH3:14].[N+](=C)=[N-]. The catalyst is C1COCC1.C(O)(=O)C.CCOCC. The product is [CH3:3][O:32][C:31](=[O:33])[C@H:21]([CH2:22][C:23]1[CH:28]=[CH:27][CH:26]=[C:25]([C:29]#[N:30])[CH:24]=1)[NH:20][C:18]([O:17][C:13]([CH3:16])([CH3:14])[CH3:15])=[O:19]. The yield is 0.950. (6) The reactants are [NH:1]1[C:9]2[CH:8]=[CH:7][N:6]=[CH:5][C:4]=2[C:3]([C:10]([O:12][CH3:13])=[O:11])=[N:2]1.[I:14][C:15]1[CH:16]=[C:17](B(O)O)[CH:18]=[CH:19][CH:20]=1. No catalyst specified. The product is [I:14][C:15]1[CH:20]=[C:19]([N:1]2[C:9]3[CH:8]=[CH:7][N:6]=[CH:5][C:4]=3[C:3]([C:10]([O:12][CH3:13])=[O:11])=[N:2]2)[CH:18]=[CH:17][CH:16]=1. The yield is 0.420.